From a dataset of Forward reaction prediction with 1.9M reactions from USPTO patents (1976-2016). Predict the product of the given reaction. (1) Given the reactants C[O:2][C:3](=[O:38])[CH2:4][CH2:5][CH2:6][NH:7][CH:8]1[CH2:13][CH2:12][CH:11]([CH2:14][NH:15][C:16]2[C:21]([N+:22]([O-:24])=[O:23])=[CH:20][N:19]=[C:18]([NH:25][CH2:26][C:27]3[CH:32]=[CH:31][CH:30]=[CH:29][C:28]=3[O:33][C:34]([F:37])([F:36])[F:35])[N:17]=2)[CH2:10][CH2:9]1.CO.O.[Li+].[OH-], predict the reaction product. The product is: [N+:22]([C:21]1[C:16]([NH:15][CH2:14][C@H:11]2[CH2:12][CH2:13][C@H:8]([NH:7][CH2:6][CH2:5][CH2:4][C:3]([OH:38])=[O:2])[CH2:9][CH2:10]2)=[N:17][C:18]([NH:25][CH2:26][C:27]2[CH:32]=[CH:31][CH:30]=[CH:29][C:28]=2[O:33][C:34]([F:37])([F:36])[F:35])=[N:19][CH:20]=1)([O-:24])=[O:23]. (2) Given the reactants [F:1][C:2]1[C:3]([C:9]2[N:10]([CH:15]([CH3:17])[CH3:16])[C:11]([CH3:14])=[N:12][CH:13]=2)=[N:4][C:5]([NH2:8])=[N:6][CH:7]=1.Br[C:19]1[CH:33]=[CH:32][C:22]([C:23]([N:25]2[CH2:30][CH2:29][N:28]([CH3:31])[CH2:27][CH2:26]2)=[O:24])=[CH:21][CH:20]=1.C1C=CC(P(C2C(C3C(P(C4C=CC=CC=4)C4C=CC=CC=4)=CC=C4C=3C=CC=C4)=C3C(C=CC=C3)=CC=2)C2C=CC=CC=2)=CC=1.CC(C)([O-])C.[Na+].[ClH:86].CCOCC, predict the reaction product. The product is: [ClH:86].[F:1][C:2]1[C:3]([C:9]2[N:10]([CH:15]([CH3:17])[CH3:16])[C:11]([CH3:14])=[N:12][CH:13]=2)=[N:4][C:5]([NH:8][C:19]2[CH:20]=[CH:21][C:22]([C:23]([N:25]3[CH2:30][CH2:29][N:28]([CH3:31])[CH2:27][CH2:26]3)=[O:24])=[CH:32][CH:33]=2)=[N:6][CH:7]=1.